Task: Predict the product of the given reaction.. Dataset: Forward reaction prediction with 1.9M reactions from USPTO patents (1976-2016) The product is: [F:33][C:34]1[CH:35]=[CH:36][C:37]([N:40]2[CH2:45][CH2:44][N:43]([C:2]([O:32][CH2:31][C@@H:25]3[CH2:26][N:27]([CH3:30])[CH2:28][CH2:29][N:24]3[CH3:23])=[O:3])[CH2:42][CH2:41]2)=[CH:38][CH:39]=1. Given the reactants Cl[C:2](OC1C=CC([N+]([O-])=O)=CC=1)=[O:3].CCN(C(C)C)C(C)C.[CH3:23][N:24]1[CH2:29][CH2:28][N:27]([CH3:30])[CH2:26][C@H:25]1[CH2:31][OH:32].[F:33][C:34]1[CH:39]=[CH:38][C:37]([N:40]2[CH2:45][CH2:44][NH:43][CH2:42][CH2:41]2)=[CH:36][CH:35]=1, predict the reaction product.